This data is from Forward reaction prediction with 1.9M reactions from USPTO patents (1976-2016). The task is: Predict the product of the given reaction. (1) Given the reactants [O:1]=[CH:2][C@@H:3]([C@@H:5]([C@H:7]([C@H:9]([CH2:11][OH:12])[OH:10])[OH:8])[OH:6])[OH:4].C(O[C:17](=[O:19])[CH3:18])(=O)C.C([O:23][CH2:24][CH3:25])(=O)C, predict the reaction product. The product is: [C:2]([O:1][CH:2]1[O:10][C@@H:9]([CH2:11][O:12][C:17](=[O:19])[CH3:18])[C@H:7]([O:8][C:24](=[O:23])[CH3:25])[C@@H:5]([O:6][C:9](=[O:10])[CH3:11])[C@H:3]1[O:4][C:5](=[O:6])[CH3:7])(=[O:1])[CH3:3]. (2) Given the reactants [Cl:1][C:2]1[S:6][C:5]([C:7]([OH:9])=O)=[CH:4][C:3]=1[C:10]1[N:14]([CH3:15])[N:13]=[CH:12][CH:11]=1.C(N(CC)C(C)C)(C)C.[NH2:25][C@@H:26]([CH2:39][CH:40]1[CH2:45][CH2:44][CH2:43][CH2:42][CH2:41]1)[CH2:27][N:28]1[C:36](=[O:37])[C:35]2[C:30](=[CH:31][CH:32]=[CH:33][CH:34]=2)[C:29]1=[O:38].CC(OC(N[C@H](C(O)=O)CC1C=CC=CC=1C(F)(F)F)=O)(C)C.F[P-](F)(F)(F)(F)F.Br[P+](N1CCCC1)(N1CCCC1)N1CCCC1, predict the reaction product. The product is: [Cl:1][C:2]1[S:6][C:5]([C:7]([NH:25][C@H:26]([CH2:27][N:28]2[C:36](=[O:37])[C:35]3[C:30](=[CH:31][CH:32]=[CH:33][CH:34]=3)[C:29]2=[O:38])[CH2:39][CH:40]2[CH2:45][CH2:44][CH2:43][CH2:42][CH2:41]2)=[O:9])=[CH:4][C:3]=1[C:10]1[N:14]([CH3:15])[N:13]=[CH:12][CH:11]=1. (3) Given the reactants Br[C:2]1[C:11]2[NH:10][C:9](=[O:12])[C:8]3[S:13][CH:14]=[CH:15][C:7]=3[C:6]=2[C:5]([C:16]2[CH:21]=[CH:20][C:19]([CH:22]([CH3:32])[CH2:23][NH:24][C:25](=[O:31])[O:26][C:27]([CH3:30])([CH3:29])[CH3:28])=[C:18]([F:33])[CH:17]=2)=[C:4]([O:34][CH3:35])[CH:3]=1.[CH3:36]B1OB(C)OB(C)O1, predict the reaction product. The product is: [F:33][C:18]1[CH:17]=[C:16]([C:5]2[C:6]3[C:7]4[CH:15]=[CH:14][S:13][C:8]=4[C:9](=[O:12])[NH:10][C:11]=3[C:2]([CH3:36])=[CH:3][C:4]=2[O:34][CH3:35])[CH:21]=[CH:20][C:19]=1[CH:22]([CH3:32])[CH2:23][NH:24][C:25](=[O:31])[O:26][C:27]([CH3:29])([CH3:30])[CH3:28]. (4) Given the reactants [C:1]([C:5]1[CH:13]=[CH:12][C:8]([C:9]([NH2:11])=O)=[CH:7][CH:6]=1)([CH3:4])([CH3:3])[CH3:2].[CH:14]([NH2:16])=[O:15], predict the reaction product. The product is: [CH:14]([N:16]=[C:9]([NH2:11])[C:8]1[CH:12]=[CH:13][C:5]([C:1]([CH3:3])([CH3:2])[CH3:4])=[CH:6][CH:7]=1)=[O:15]. (5) Given the reactants [Br:1][C:2]1[C:11]([NH:12][C:13](=[O:26])[C:14](=[O:25])[CH2:15][C:16]([CH3:24])([C:18]2[CH:23]=[CH:22][CH:21]=[CH:20][CH:19]=2)[CH3:17])=[CH:10][CH:9]=[C:8]2[C:3]=1[CH2:4][O:5][C:6]2=[O:7].[F:27][C:28]([Si](C)(C)C)([F:30])[F:29].C(=O)([O-])[O-].[Cs+].[Cs+].[F-].C([N+](CCCC)(CCCC)CCCC)CCC, predict the reaction product. The product is: [Br:1][C:2]1[C:11]([NH:12][C:13](=[O:26])[C:14]([OH:25])([C:28]([F:30])([F:29])[F:27])[CH2:15][C:16]([CH3:17])([C:18]2[CH:19]=[CH:20][CH:21]=[CH:22][CH:23]=2)[CH3:24])=[CH:10][CH:9]=[C:8]2[C:3]=1[CH2:4][O:5][C:6]2=[O:7]. (6) Given the reactants [CH:1]1([CH2:7][NH:8][C:9]([C:11]2[C:19]3[C:14](=[N:15][CH:16]=[C:17]([CH:20]4[CH2:22][CH2:21]4)[N:18]=3)[N:13](COCC[Si](C)(C)C)[CH:12]=2)=[O:10])[CH2:6][CH2:5][CH2:4][CH2:3][CH2:2]1.OC1([C@H](NC(C2C3C(=NC=C(C4CC4)N=3)N(COCC[Si](C)(C)C)C=2)=O)C)CCCC1, predict the reaction product. The product is: [CH:1]1([CH2:7][NH:8][C:9]([C:11]2[C:19]3[C:14](=[N:15][CH:16]=[C:17]([CH:20]4[CH2:22][CH2:21]4)[N:18]=3)[NH:13][CH:12]=2)=[O:10])[CH2:2][CH2:3][CH2:4][CH2:5][CH2:6]1. (7) Given the reactants [CH2:1]([C:3]1[CH:4]=[CH:5][C:6](OC)=[C:7]([C:9]([C:11]2[CH:16]=[CH:15][CH:14]=[CH:13][CH:12]=2)=[O:10])[CH:8]=1)[CH3:2].[CH3:19][O:20][C:21](=[O:42])[CH2:22][CH2:23][C:24]1[CH:29]=[CH:28][C:27]([O:30][CH2:31][CH2:32][CH2:33][CH:34]([O:36]S(C)(=O)=O)[CH3:35])=[CH:26][C:25]=1[CH3:41].C(=O)([O-])[O-].[Cs+].[Cs+], predict the reaction product. The product is: [CH3:19][O:20][C:21](=[O:42])[CH2:22][CH2:23][C:24]1[CH:29]=[CH:28][C:27]([O:30][CH2:31][CH2:32][CH2:33][CH:34]([O:36][C:6]2[CH:5]=[CH:4][C:3]([CH2:1][CH3:2])=[CH:8][C:7]=2[C:9](=[O:10])[C:11]2[CH:12]=[CH:13][CH:14]=[CH:15][CH:16]=2)[CH3:35])=[CH:26][C:25]=1[CH3:41]. (8) Given the reactants Cl[C:2]1[C:7]([O:8][CH:9]([CH3:20])[CH2:10][O:11][C:12]2[CH:17]=[CH:16][CH:15]=[CH:14][C:13]=2[O:18][CH3:19])=[N:6][CH:5]=[CH:4][N:3]=1.[CH3:21][CH:22]1[CH2:27][NH:26][CH2:25][CH2:24][NH:23]1, predict the reaction product. The product is: [CH3:21][CH:22]1[NH:23][CH2:24][CH2:25][N:26]([C:2]2[C:7]([O:8][CH:9]([CH3:20])[CH2:10][O:11][C:12]3[CH:17]=[CH:16][CH:15]=[CH:14][C:13]=3[O:18][CH3:19])=[N:6][CH:5]=[CH:4][N:3]=2)[CH2:27]1.